This data is from Full USPTO retrosynthesis dataset with 1.9M reactions from patents (1976-2016). The task is: Predict the reactants needed to synthesize the given product. Given the product [CH:1]12[CH2:7][CH:4]([CH2:5][CH2:6]1)[CH2:3][CH:2]2[NH:8][C:9]1[S:10][C:13]([CH3:20])([CH3:19])[C:14](=[O:15])[N:11]=1, predict the reactants needed to synthesize it. The reactants are: [CH:1]12[CH2:7][CH:4]([CH2:5][CH2:6]1)[CH2:3][CH:2]2[NH:8][C:9]([NH2:11])=[S:10].Br[C:13]([CH3:20])([CH3:19])[C:14](OCC)=[O:15].